This data is from Forward reaction prediction with 1.9M reactions from USPTO patents (1976-2016). The task is: Predict the product of the given reaction. (1) Given the reactants Br[C:2]1[CH:10]=[CH:9][C:8]([Br:11])=[CH:7][C:3]=1[C:4]([OH:6])=[O:5].C1(C)C=CC=CC=1.[F:19][C:20]1[C:25]([F:26])=[C:24]([O:27][CH3:28])[CH:23]=[CH:22][C:21]=1[OH:29].C(=O)([O-])[O-].[Cs+].[Cs+], predict the reaction product. The product is: [Br:11][C:8]1[CH:9]=[CH:10][C:2]([O:29][C:21]2[CH:22]=[CH:23][C:24]([O:27][CH3:28])=[C:25]([F:26])[C:20]=2[F:19])=[C:3]([CH:7]=1)[C:4]([OH:6])=[O:5]. (2) The product is: [O:15]1[C:26]2([CH2:31][CH2:30][CH2:29][CH:28]([C:32]([O:34][CH3:35])=[O:33])[CH2:27]2)[O:18][CH2:17][CH2:16]1. Given the reactants C[Si](OS(C(F)(F)F)(=O)=O)(C)C.C[Si](C)(C)[O:15][CH2:16][CH2:17][O:18][Si](C)(C)C.O=[C:26]1[CH2:31][CH2:30][CH2:29][CH:28]([C:32]([O:34][CH3:35])=[O:33])[CH2:27]1, predict the reaction product. (3) Given the reactants [N+:1]([C:4]1[CH:5]=[C:6]([OH:10])[CH:7]=[CH:8][CH:9]=1)([O-:3])=[O:2].Br[CH2:12][C:13]1[CH:18]=[CH:17][CH:16]=[C:15]([F:19])[CH:14]=1.C(=O)([O-])[O-].[K+].[K+], predict the reaction product. The product is: [F:19][C:15]1[CH:14]=[C:13]([CH:18]=[CH:17][CH:16]=1)[CH2:12][O:10][C:6]1[CH:7]=[CH:8][CH:9]=[C:4]([N+:1]([O-:3])=[O:2])[CH:5]=1. (4) Given the reactants [CH:1]([C:4]1[S:8][CH:7]=[N:6][C:5]=1[C:9]1[CH:10]=[C:11]([CH:15]=[C:16]([C:18]2[CH:23]=[CH:22][C:21]([CH3:24])=[CH:20][N:19]=2)[CH:17]=1)[C:12]([OH:14])=O)([CH3:3])[CH3:2].[CH3:25][C:26]1[N:31]=[N:30][C:29]([CH2:32][NH2:33])=[CH:28][CH:27]=1, predict the reaction product. The product is: [CH:1]([C:4]1[S:8][CH:7]=[N:6][C:5]=1[C:9]1[CH:10]=[C:11]([CH:15]=[C:16]([C:18]2[CH:23]=[CH:22][C:21]([CH3:24])=[CH:20][N:19]=2)[CH:17]=1)[C:12]([NH:33][CH2:32][C:29]1[N:30]=[N:31][C:26]([CH3:25])=[CH:27][CH:28]=1)=[O:14])([CH3:2])[CH3:3]. (5) The product is: [Br:1][C:2]1[CH:3]=[CH:4][C:5]([C:8]([O:10][CH2:16][CH3:17])=[O:9])=[N:6][CH:7]=1. Given the reactants [Br:1][C:2]1[CH:3]=[CH:4][C:5]([C:8]([OH:10])=[O:9])=[N:6][CH:7]=1.S(=O)(=O)(O)O.[CH2:16](O)[CH3:17].C(=O)([O-])O.[Na+], predict the reaction product. (6) Given the reactants [CH2:1]([O:3][C:4]1[CH:30]=[CH:29][C:7]([C:8]([NH:10][C:11]2[CH:26]=[C:25]([F:27])[C:14]([C:15]([O:17]CC3C=CC=CC=3)=[O:16])=[C:13]([F:28])[CH:12]=2)=[O:9])=[CH:6][C:5]=1[C:31]([F:34])([F:33])[F:32])[CH3:2], predict the reaction product. The product is: [CH2:1]([O:3][C:4]1[CH:30]=[CH:29][C:7]([C:8]([NH:10][C:11]2[CH:12]=[C:13]([F:28])[C:14]([C:15]([OH:17])=[O:16])=[C:25]([F:27])[CH:26]=2)=[O:9])=[CH:6][C:5]=1[C:31]([F:33])([F:34])[F:32])[CH3:2]. (7) Given the reactants [CH2:1]([O:5][C:6]1[CH:13]=[CH:12][C:9]([CH:10]=O)=[CH:8][CH:7]=1)[CH2:2][CH2:3][CH3:4].[Br:14][C:15]1[CH:20]=[C:19]([CH2:21]P(OCC)(=O)OCC)[CH:18]=[CH:17][C:16]=1[CH2:30]P(OCC)(=O)OCC.[CH3:39][C:40]([O-:43])(C)[CH3:41].[K+], predict the reaction product. The product is: [Br:14][C:15]1[CH:20]=[C:19](/[CH:21]=[CH:10]/[C:9]2[CH:12]=[CH:13][C:6]([O:5][CH2:1][CH2:2][CH2:3][CH3:4])=[CH:7][CH:8]=2)[CH:18]=[CH:17][C:16]=1/[CH:30]=[CH:12]/[C:9]1[CH:10]=[CH:41][C:40]([O:43][CH2:1][CH2:2][CH2:3][CH3:4])=[CH:39][CH:8]=1. (8) The product is: [N:1]([CH2:6][C:7]1[CH:8]=[CH:9][C:10]([N:13]2[C:17](=[O:18])[CH:16]=[CH:15][S:14]2)=[CH:11][CH:12]=1)=[N+:2]=[N-:3]. Given the reactants [N-:1]=[N+:2]=[N-:3].[Na+].Br[CH2:6][C:7]1[CH:12]=[CH:11][C:10]([N:13]2[C:17](=[O:18])[CH:16]=[CH:15][S:14]2)=[CH:9][CH:8]=1.O, predict the reaction product. (9) Given the reactants Cl.[N:2]1[CH:7]=[CH:6][CH:5]=[CH:4][C:3]=1[C:8](Cl)=[O:9].[NH2:11][C:12]1[CH:17]=[CH:16][C:15]([C:18]2[S:26][C:25]3[C:24](=[O:27])[N:23]=[CH:22][N:21]([CH2:28][C:29]4[CH:34]=[CH:33][C:32]([Cl:35])=[CH:31][CH:30]=4)[C:20]=3[CH:19]=2)=[CH:14][C:13]=1[Cl:36], predict the reaction product. The product is: [Cl:36][C:13]1[CH:14]=[C:15]([C:18]2[S:26][C:25]3[C:24](=[O:27])[N:23]=[CH:22][N:21]([CH2:28][C:29]4[CH:34]=[CH:33][C:32]([Cl:35])=[CH:31][CH:30]=4)[C:20]=3[CH:19]=2)[CH:16]=[CH:17][C:12]=1[NH:11][C:8]([C:3]1[CH:4]=[CH:5][CH:6]=[CH:7][N:2]=1)=[O:9].